From a dataset of Peptide-MHC class I binding affinity with 185,985 pairs from IEDB/IMGT. Regression. Given a peptide amino acid sequence and an MHC pseudo amino acid sequence, predict their binding affinity value. This is MHC class I binding data. The peptide sequence is FHRKKTDAL. The MHC is HLA-B57:01 with pseudo-sequence HLA-B57:01. The binding affinity (normalized) is 0.0847.